Dataset: Full USPTO retrosynthesis dataset with 1.9M reactions from patents (1976-2016). Task: Predict the reactants needed to synthesize the given product. (1) Given the product [CH2:1]([CH:8]1[O:12][C:11](=[O:13])[C:10]([CH:8]([C:16]2[NH:15][C:23]3[C:18]([C:17]=2[CH2:24][CH2:25][NH:26][C:27](=[O:29])[CH3:28])=[CH:19][CH:20]=[CH:21][CH:22]=3)[CH2:1][CH:2]([CH3:7])[CH3:3])=[C:9]1[OH:14])[C:2]1[CH:3]=[CH:4][CH:5]=[CH:6][CH:7]=1, predict the reactants needed to synthesize it. The reactants are: [CH2:1]([CH:8]1[O:12][C:11](=[O:13])[CH:10]=[C:9]1[OH:14])[C:2]1[CH:7]=[CH:6][CH:5]=[CH:4][CH:3]=1.[NH:15]1[C:23]2[C:18](=[CH:19][CH:20]=[CH:21][CH:22]=2)[C:17]([CH2:24][CH2:25][NH:26][C:27](=[O:29])[CH3:28])=[CH:16]1. (2) Given the product [CH3:14][N:13]1[C:21]2[C:20](=[CH:19][CH:18]=[CH:17][CH:16]=2)[CH2:12][C:11]1=[O:10], predict the reactants needed to synthesize it. The reactants are: N(C([O:10][CH2:11][CH3:12])=O)=NC(OCC)=O.[NH:13]1[C:21]2[C:16](=[CH:17][CH:18]=[CH:19][CH:20]=2)C[C:14]1=O.CO.C1(P(C2C=CC=CC=2)C2C=CC=CC=2)C=CC=CC=1. (3) Given the product [CH3:21][S:22][C:23]1[N:27]([CH2:3][C:4]2[N:8]3[CH:9]=[C:10]([CH3:13])[CH:11]=[CH:12][C:7]3=[N:6][C:5]=2[C:14]2[CH:19]=[CH:18][C:17]([CH3:20])=[CH:16][CH:15]=2)[C:26](=[S:28])[S:25][N:24]=1, predict the reactants needed to synthesize it. The reactants are: Cl.Cl[CH2:3][C:4]1[N:8]2[CH:9]=[C:10]([CH3:13])[CH:11]=[CH:12][C:7]2=[N:6][C:5]=1[C:14]1[CH:19]=[CH:18][C:17]([CH3:20])=[CH:16][CH:15]=1.[CH3:21][S:22][C:23]1[NH:27][C:26](=[S:28])[S:25][N:24]=1. (4) Given the product [Br:1][C:2]1[CH:3]=[C:4]([CH:5]=[CH:6][CH:7]=1)[O:8][Si:17]([CH:21]([CH3:23])[CH3:22])([CH:18]([CH3:20])[CH3:19])[CH:14]([CH3:16])[CH3:15], predict the reactants needed to synthesize it. The reactants are: [Br:1][C:2]1[CH:3]=[C:4]([OH:8])[CH:5]=[CH:6][CH:7]=1.N1C=CN=C1.[CH:14]([Si:17](Cl)([CH:21]([CH3:23])[CH3:22])[CH:18]([CH3:20])[CH3:19])([CH3:16])[CH3:15]. (5) Given the product [CH3:37][O:36][C:35]1[CH:34]=[C:33]2[C:29](=[CH:28][C:27]=1[O:26][CH3:25])[CH2:30][N:31]([C:20](=[O:22])[CH2:19][CH2:18][CH2:17][CH2:16][CH2:15][N:12]1[CH2:13][CH2:14][N:9]([C:5]3[CH:6]=[CH:7][CH:8]=[C:3]([C:2]([F:23])([F:1])[F:24])[CH:4]=3)[CH2:10][CH2:11]1)[CH2:32]2, predict the reactants needed to synthesize it. The reactants are: [F:1][C:2]([F:24])([F:23])[C:3]1[CH:4]=[C:5]([N:9]2[CH2:14][CH2:13][N:12]([CH2:15][CH2:16][CH2:17][CH2:18][CH2:19][C:20]([OH:22])=O)[CH2:11][CH2:10]2)[CH:6]=[CH:7][CH:8]=1.[CH3:25][O:26][C:27]1[CH:28]=[C:29]2[C:33](=[CH:34][C:35]=1[O:36][CH3:37])[CH2:32][NH:31][CH2:30]2. (6) Given the product [CH2:28]([O:12][CH2:11][CH:10]([OH:13])[CH2:9][O:8][CH2:7][CH:6]([OH:14])[CH2:5][O:4][CH2:3][CH:2]([OH:15])[CH2:1][OH:16])[CH2:29][CH2:30][CH2:31][CH2:32][CH2:33][CH2:34][CH2:35][CH2:36][CH3:37], predict the reactants needed to synthesize it. The reactants are: [CH2:1]([OH:16])[CH:2]([OH:15])[CH2:3][O:4][CH2:5][CH:6]([OH:14])[CH2:7][O:8][CH2:9][CH:10]([OH:13])[CH2:11][OH:12].C(O)C(O)COCC(O)CO.[CH:28](=O)[CH2:29][CH2:30][CH2:31][CH2:32][CH2:33][CH2:34][CH2:35][CH2:36][CH3:37]. (7) Given the product [CH2:1]([O:3][C:4]([C:6]1[C:7]([O:25][C:26](=[O:28])[CH3:27])=[C:8]2[C:16]([CH3:29])=[CH:15][N:14]([CH2:18][C:19]3[CH:24]=[CH:23][CH:22]=[CH:21][CH:20]=3)[C:9]2=[C:10]([C:12]#[N:13])[N:11]=1)=[O:5])[CH3:2], predict the reactants needed to synthesize it. The reactants are: [CH2:1]([O:3][C:4]([C:6]1[C:7]([O:25][C:26](=[O:28])[CH3:27])=[C:8]2[C:16](Br)=[CH:15][N:14]([CH2:18][C:19]3[CH:24]=[CH:23][CH:22]=[CH:21][CH:20]=3)[C:9]2=[C:10]([C:12]#[N:13])[N:11]=1)=[O:5])[CH3:2].[CH3:29][Sn](C)(C)C.